The task is: Predict the product of the given reaction.. This data is from Forward reaction prediction with 1.9M reactions from USPTO patents (1976-2016). (1) Given the reactants Cl[C:2]1[CH:3]=[CH:4][C:5]2[N:6]([CH:8]=[N:9][N:10]=2)[N:7]=1.[NH2:11][CH2:12][CH2:13][CH2:14][CH2:15][CH2:16][CH2:17][OH:18], predict the reaction product. The product is: [OH:18][CH2:17][CH2:16][CH2:15][CH2:14][CH2:13][CH2:12][NH:11][C:2]1[CH:3]=[CH:4][C:5]2[N:6]([CH:8]=[N:9][N:10]=2)[N:7]=1. (2) Given the reactants [Cl:1][C:2]1[CH:7]=[CH:6][C:5]([C:8]2[CH:13]=[C:12]([C:14]([F:17])([F:16])[F:15])[N:11]3[N:18]=[CH:19][C:20]([C:21]#[CH:22])=[C:10]3[N:9]=2)=[CH:4][CH:3]=1.Br[C:24]1[CH:25]=[C:26]([S:30]([NH2:33])(=[O:32])=[O:31])[CH:27]=[CH:28][CH:29]=1, predict the reaction product. The product is: [Cl:1][C:2]1[CH:7]=[CH:6][C:5]([C:8]2[CH:13]=[C:12]([C:14]([F:15])([F:17])[F:16])[N:11]3[N:18]=[CH:19][C:20]([C:21]#[C:22][C:24]4[CH:25]=[C:26]([S:30]([NH2:33])(=[O:32])=[O:31])[CH:27]=[CH:28][CH:29]=4)=[C:10]3[N:9]=2)=[CH:4][CH:3]=1. (3) Given the reactants [CH3:1][O:2][C:3]1[C:15]2[C:14]3[C:9](=[CH:10][C:11]([CH2:16][OH:17])=[CH:12][CH:13]=3)[C:8](=[O:18])[C:7]=2[CH:6]=[CH:5][CH:4]=1.C[N+]1([O-])CCOCC1.[O-][Si]([O-])=O.[Mg+2], predict the reaction product. The product is: [CH3:1][O:2][C:3]1[C:15]2[C:14]3[C:9](=[CH:10][C:11]([CH:16]=[O:17])=[CH:12][CH:13]=3)[C:8](=[O:18])[C:7]=2[CH:6]=[CH:5][CH:4]=1. (4) Given the reactants [C:1]([C:3]1[N:4]=[CH:5][C:6]([NH:20][C@H:21]([CH2:25][CH:26]([CH3:28])[CH3:27])[C:22]([NH2:24])=[O:23])=[N:7][C:8]=1[NH:9][C:10]1[CH:11]=[N:12][C:13]2[C:18]([CH:19]=1)=[CH:17][CH:16]=[CH:15][CH:14]=2)#[N:2].[OH-].[Na+].OO.CC(O)=[O:35], predict the reaction product. The product is: [NH2:24][C:22](=[O:23])[C@H:21]([NH:20][C:6]1[N:7]=[C:8]([NH:9][C:10]2[CH:11]=[N:12][C:13]3[C:18]([CH:19]=2)=[CH:17][CH:16]=[CH:15][CH:14]=3)[C:3]([C:1]([NH2:2])=[O:35])=[N:4][CH:5]=1)[CH2:25][CH:26]([CH3:28])[CH3:27].